This data is from Full USPTO retrosynthesis dataset with 1.9M reactions from patents (1976-2016). The task is: Predict the reactants needed to synthesize the given product. (1) Given the product [OH:8][CH2:7][CH:6]([CH3:9])[O:5][C:4]1[CH:10]=[CH:11][CH:12]=[CH:13][C:3]=1[CH:2]=[O:1], predict the reactants needed to synthesize it. The reactants are: [OH:1][CH2:2][C:3]1[CH:13]=[CH:12][CH:11]=[CH:10][C:4]=1[O:5][CH:6]([CH3:9])[CH2:7][OH:8]. (2) Given the product [CH:35]1[C:44]2[C:39](=[CH:40][CH:41]=[CH:42][CH:43]=2)[CH:38]=[CH:37][C:36]=1[N:45]1[CH:50]=[CH:49][CH:48]=[C:47]([C:51]([NH:1][C@@H:2]([CH2:10][CH2:11][CH2:12][NH:13][C:14]([NH:16][S:17]([C:20]2[C:21]([CH3:34])=[C:22]3[C:27](=[C:28]([CH3:31])[C:29]=2[CH3:30])[O:26][C:25]([CH3:33])([CH3:32])[CH2:24][CH2:23]3)(=[O:18])=[O:19])=[NH:15])[C:3]([O:5][C:6]([CH3:7])([CH3:8])[CH3:9])=[O:4])=[O:52])[C:46]1=[O:54], predict the reactants needed to synthesize it. The reactants are: [NH2:1][C@@H:2]([CH2:10][CH2:11][CH2:12][NH:13][C:14]([NH:16][S:17]([C:20]1[C:21]([CH3:34])=[C:22]2[C:27](=[C:28]([CH3:31])[C:29]=1[CH3:30])[O:26][C:25]([CH3:33])([CH3:32])[CH2:24][CH2:23]2)(=[O:19])=[O:18])=[NH:15])[C:3]([O:5][C:6]([CH3:9])([CH3:8])[CH3:7])=[O:4].[CH:35]1[C:44]2[C:39](=[CH:40][CH:41]=[CH:42][CH:43]=2)[CH:38]=[CH:37][C:36]=1[N:45]1[CH:50]=[CH:49][CH:48]=[C:47]([C:51](O)=[O:52])[C:46]1=[O:54].CN(C(ON1N=NC2C=CC=CC1=2)=[N+](C)C)C.F[P-](F)(F)(F)(F)F.CCN(C(C)C)C(C)C. (3) Given the product [Cl:1][C:2]1[CH:3]=[C:4]([CH:9]2[N:14]3[N:15]=[CH:16][CH:17]=[C:13]3[N:12]([C:18]([O:20][C:21]([CH3:24])([CH3:23])[CH3:22])=[O:19])[C:11]([CH3:25])=[C:10]2[C:26](=[O:39])[N:27]([S:28]([C:31]2[CH:36]=[CH:35][C:34]([O:37][CH3:38])=[CH:33][CH:32]=2)(=[O:29])=[O:30])[CH3:42])[CH:5]=[CH:6][C:7]=1[Cl:8], predict the reactants needed to synthesize it. The reactants are: [Cl:1][C:2]1[CH:3]=[C:4]([CH:9]2[N:14]3[N:15]=[CH:16][CH:17]=[C:13]3[N:12]([C:18]([O:20][C:21]([CH3:24])([CH3:23])[CH3:22])=[O:19])[C:11]([CH3:25])=[C:10]2[C:26](=[O:39])[NH:27][S:28]([C:31]2[CH:36]=[CH:35][C:34]([O:37][CH3:38])=[CH:33][CH:32]=2)(=[O:30])=[O:29])[CH:5]=[CH:6][C:7]=1[Cl:8].IC.[C:42]([O-])([O-])=O.[K+].[K+]. (4) Given the product [CH3:1][N:2]([C:4]([NH:6][C:7]([NH2:9])=[NH:8])=[NH:5])[CH3:3].[C:14]([O-:17])(=[O:16])[CH3:15], predict the reactants needed to synthesize it. The reactants are: [CH3:1][N:2]([C:4]([N:6]=[C:7]([NH2:9])[NH2:8])=[NH:5])[CH3:3].Cl.O.O.O.[C:14]([O-:17])(=[O:16])[CH3:15].[Na+]. (5) The reactants are: [OH:1][C:2]1[CH:9]=[CH:8][C:5]([CH2:6][OH:7])=[CH:4][CH:3]=1.C([O-])([O-])=O.[K+].[K+].[CH2:16](Br)[C:17]#[CH:18]. Given the product [CH2:18]([O:1][C:2]1[CH:9]=[CH:8][C:5]([CH2:6][OH:7])=[CH:4][CH:3]=1)[C:17]#[CH:16], predict the reactants needed to synthesize it.